From a dataset of Retrosynthesis with 50K atom-mapped reactions and 10 reaction types from USPTO. Predict the reactants needed to synthesize the given product. (1) Given the product CC[C@H](C)[C@H](NC(=O)OC)C(=O)N[C@@H](Cc1ccccc1)[C@@H](O)CN(Cc1ccc(-c2nccs2)cc1)NC(=O)[C@@H](NC(=O)OC)C(C)C, predict the reactants needed to synthesize it. The reactants are: CC[C@H](C)[C@H](NC(=O)OC)C(=O)N[C@@H](Cc1ccccc1)[C@@H](O)CN(N)Cc1ccc(-c2nccs2)cc1.COC(=O)N[C@H](C(=O)O)C(C)C. (2) Given the product CCC(OC(=O)C(NC(=O)OC(C)(C)C)C(C)C)c1cc2n(c(=O)c1C)Cc1cc3ccccc3nc1-2, predict the reactants needed to synthesize it. The reactants are: CC(C)[C@H](NC(=O)OC(C)(C)C)C(=O)O.CCC(O)c1cc2n(c(=O)c1C)Cc1cc3ccccc3nc1-2.